Dataset: Full USPTO retrosynthesis dataset with 1.9M reactions from patents (1976-2016). Task: Predict the reactants needed to synthesize the given product. (1) Given the product [Cl:35][C:21]1[C:7]([N:1]2[CH2:2][CH2:3][NH:4][CH2:5][CH2:6]2)=[C:19]([S:16]([CH2:14][CH3:15])(=[O:17])=[O:18])[CH:24]=[CH:23][C:22]=1[NH:25][C:26](=[O:34])[C@:27]([OH:33])([CH3:32])[C:28]([F:31])([F:30])[F:29], predict the reactants needed to synthesize it. The reactants are: [N:1]1([C:7](OC(C)(C)C)=O)[CH2:6][CH2:5][NH:4][CH2:3][CH2:2]1.[CH2:14]([S:16]([C:19]1[CH:24]=[CH:23][C:22]([NH:25][C:26](=[O:34])[C:27]([OH:33])([CH3:32])[C:28]([F:31])([F:30])[F:29])=[C:21]([Cl:35])C=1F)(=[O:18])=[O:17])[CH3:15].[Cl-].[NH4+]. (2) Given the product [CH:33]1([NH:36][C:37]([C:39]2[C:47]3[CH:46]=[C:45]([C:48]4[C:53]([Cl:54])=[CH:52][N:51]=[C:50]([NH:72][CH2:71][CH2:70][CH2:69][N:66]5[CH2:67][CH2:68][NH:63][CH2:64][CH:65]5[CH:73]([CH3:75])[CH3:74])[N:49]=4)[S:44][C:43]=3[CH:42]=[CH:41][CH:40]=2)=[O:38])[CH2:35][CH2:34]1, predict the reactants needed to synthesize it. The reactants are: C1(NC(C2C3C=C(C4C(C)=CN=C(NCCCC5CCCNC5)N=4)SC=3C=CC=2)=O)CC1.[CH:33]1([NH:36][C:37]([C:39]2[C:47]3[CH:46]=[C:45]([C:48]4[C:53]([Cl:54])=[CH:52][N:51]=[C:50](Cl)[N:49]=4)[S:44][C:43]=3[CH:42]=[CH:41][CH:40]=2)=[O:38])[CH2:35][CH2:34]1.C(OC([N:63]1[CH2:68][CH2:67][N:66]([CH2:69][CH2:70][CH2:71][NH2:72])[CH:65]([CH:73]([CH3:75])[CH3:74])[CH2:64]1)=O)(C)(C)C. (3) Given the product [Br:1][C:2]1[CH:7]=[C:6]([C:8]#[C:9][C:14](=[O:19])[C:15]([CH3:18])([CH3:17])[CH3:16])[CH:5]=[N:4][CH:3]=1, predict the reactants needed to synthesize it. The reactants are: [Br:1][C:2]1[CH:3]=[N:4][CH:5]=[C:6]([C:8]#[C:9][Si](C)(C)C)[CH:7]=1.[C:14](Cl)(=[O:19])[C:15]([CH3:18])([CH3:17])[CH3:16]. (4) Given the product [OH:1][CH:2]1[CH2:3][CH2:4][N:5]([S:21]([C:18]2[CH:17]=[CH:16][C:15]([C:13]#[N:14])=[CH:20][CH:19]=2)(=[O:23])=[O:22])[CH2:6]1, predict the reactants needed to synthesize it. The reactants are: [OH:1][CH:2]1[CH2:6][NH:5][CH2:4][CH2:3]1.C(=O)([O-])[O-].[Na+].[Na+].[C:13]([C:15]1[CH:20]=[CH:19][C:18]([S:21](Cl)(=[O:23])=[O:22])=[CH:17][CH:16]=1)#[N:14]. (5) Given the product [Cl:1][C:2]1[C:3]([C:14]#[N:15])=[N:4][CH:5]=[CH:6][CH:7]=1, predict the reactants needed to synthesize it. The reactants are: [Cl:1][C:2]1[CH:3]=[N+:4]([O-])[CH:5]=[CH:6][CH:7]=1.C[Si](C[C:14]#[N:15])(C)C.C(N(CC)CC)C. (6) Given the product [CH2:1]([N:3]1[C:11]2[C:6](=[N:7][CH:8]=[CH:9][CH:10]=2)[N:5]([C:12]2[CH:13]=[CH:14][C:15]([O:18][C:24]3[NH:32][C:27]4=[N:28][CH:29]=[CH:30][CH:31]=[C:26]4[N:25]=3)=[CH:16][CH:17]=2)[C:4]1=[O:19])[CH3:2], predict the reactants needed to synthesize it. The reactants are: [CH2:1]([N:3]1[C:11]2[C:6](=[N:7][CH:8]=[CH:9][CH:10]=2)[N:5]([C:12]2[CH:17]=[CH:16][C:15]([OH:18])=[CH:14][CH:13]=2)[C:4]1=[O:19])[CH3:2].CS([C:24]1[N:25](COCC[Si](C)(C)C)[C:26]2[C:27]([N:32]=1)=[N:28][CH:29]=[CH:30][CH:31]=2)(=O)=O.[H-].[Na+]. (7) Given the product [NH2:13][C:9]1[CH:8]=[C:7]([CH:6]([NH:16][C:17]2[C:26]3[C:21](=[C:22]([C:27]([NH2:29])=[O:28])[CH:23]=[CH:24][CH:25]=3)[N:20]=[CH:19][N:18]=2)[CH2:5][CH2:4][O:3][CH3:2])[CH:12]=[CH:11][CH:10]=1, predict the reactants needed to synthesize it. The reactants are: N.[CH3:2][O:3][CH2:4][CH2:5][CH:6]([NH:16][C:17]1[C:26]2[C:21](=[C:22]([C:27]([NH2:29])=[O:28])[CH:23]=[CH:24][CH:25]=2)[N:20]=[CH:19][N:18]=1)[C:7]1[CH:12]=[CH:11][CH:10]=[C:9]([N+:13]([O-])=O)[CH:8]=1. (8) Given the product [Br:10][C:6]1[CH:7]=[C:8]([NH:9][S:17]([C:11]2[CH:16]=[CH:15][CH:14]=[CH:13][CH:12]=2)(=[O:19])=[O:18])[C:3]([O:2][CH3:1])=[N:4][CH:5]=1, predict the reactants needed to synthesize it. The reactants are: [CH3:1][O:2][C:3]1[C:8]([NH2:9])=[CH:7][C:6]([Br:10])=[CH:5][N:4]=1.[C:11]1([S:17](Cl)(=[O:19])=[O:18])[CH:16]=[CH:15][CH:14]=[CH:13][CH:12]=1. (9) The reactants are: O1CCCC1.C([NH:13][C:14]1[N:19]=[C:18]([NH:20][C@H:21]2[CH2:26][CH2:25][CH2:24][CH2:23][C@H:22]2[NH:27][C:28](=[O:34])[O:29][C:30]([CH3:33])([CH3:32])[CH3:31])[C:17]([F:35])=[CH:16][C:15]=1[C:36]([NH:38][C:39]([C:42]1[CH:47]=[CH:46][CH:45]=[CH:44][CH:43]=1)([CH3:41])[CH3:40])=[O:37])C1C=CC=CC=1.[H][H]. Given the product [NH2:13][C:14]1[N:19]=[C:18]([NH:20][C@H:21]2[CH2:26][CH2:25][CH2:24][CH2:23][C@H:22]2[NH:27][C:28](=[O:34])[O:29][C:30]([CH3:33])([CH3:31])[CH3:32])[C:17]([F:35])=[CH:16][C:15]=1[C:36]([NH:38][C:39]([C:42]1[CH:43]=[CH:44][CH:45]=[CH:46][CH:47]=1)([CH3:40])[CH3:41])=[O:37], predict the reactants needed to synthesize it. (10) Given the product [C:1]([O:5][C:6](=[O:18])[NH:7][C@H:8]([C:11]1[CH:12]=[C:13]([CH3:17])[CH:14]=[CH:15][CH:16]=1)[CH2:9][N:35]1[C:31](=[O:41])[C:32]2[C:33](=[CH:37][CH:38]=[CH:39][CH:40]=2)[C:34]1=[O:36])([CH3:4])([CH3:3])[CH3:2], predict the reactants needed to synthesize it. The reactants are: [C:1]([O:5][C:6](=[O:18])[NH:7][C@H:8]([C:11]1[CH:16]=[CH:15][CH:14]=[C:13]([CH3:17])[CH:12]=1)[CH2:9]O)([CH3:4])([CH3:3])[CH3:2].C(N(CC)CC)C.CS(Cl)(=O)=O.[C:31]1(=[O:41])[NH:35][C:34](=[O:36])[C:33]2=[CH:37][CH:38]=[CH:39][CH:40]=[C:32]12.[K].